The task is: Predict the reaction yield, written as a fraction of the theoretical maximum amount of product (1.0 means a 100% yield; for example, 0.34 means a 34% yield).. This data is from Reaction yield outcomes from USPTO patents with 853,638 reactions. (1) The reactants are C([N:8]1[CH2:13][CH:12]=[C:11]([C:14]2[CH:19]=[CH:18][C:17]([C:20]([F:23])([F:22])[F:21])=[CH:16][CH:15]=2)[CH2:10][CH2:9]1)C1C=CC=CC=1.[Cl:24]C(OCCCl)=O.CO.C(OCC)C. The catalyst is C(Cl)Cl. The product is [ClH:24].[F:23][C:20]([F:21])([F:22])[C:17]1[CH:16]=[CH:15][C:14]([C:11]2[CH2:12][CH2:13][NH:8][CH2:9][CH:10]=2)=[CH:19][CH:18]=1. The yield is 0.870. (2) The reactants are [NH:1]1[CH:5]=[CH:4][C:3]([CH2:6][CH2:7][CH2:8][OH:9])=[CH:2]1. The catalyst is [Pt](=O)=O.C(O)(=O)C. The product is [NH:1]1[CH2:5][CH2:4][CH:3]([CH2:6][CH2:7][CH2:8][OH:9])[CH2:2]1. The yield is 0.850. (3) The reactants are [CH2:1]([O:3][C:4](=[O:26])[NH:5][C:6]1[CH:11]=[CH:10][C:9]([N:12]2C(=O)C3=CC=CC=C3C2=O)=[CH:8][C:7]=1[N+:23]([O-:25])=[O:24])[CH3:2].O.NN. The catalyst is COCCOC. The product is [CH2:1]([O:3][C:4](=[O:26])[NH:5][C:6]1[CH:11]=[CH:10][C:9]([NH2:12])=[CH:8][C:7]=1[N+:23]([O-:25])=[O:24])[CH3:2]. The yield is 0.900.